This data is from hERG potassium channel inhibition data for cardiac toxicity prediction from Karim et al.. The task is: Regression/Classification. Given a drug SMILES string, predict its toxicity properties. Task type varies by dataset: regression for continuous values (e.g., LD50, hERG inhibition percentage) or binary classification for toxic/non-toxic outcomes (e.g., AMES mutagenicity, cardiotoxicity, hepatotoxicity). Dataset: herg_karim. The drug is CCC(O)(c1cn(Cc2ccc3c(-c4ccccc4)c(C(C)(C)O)sc3c2)nn1)C(F)(F)F. The result is 1 (blocker).